Predict the reaction yield, written as a fraction of the theoretical maximum amount of product (1.0 means a 100% yield; for example, 0.34 means a 34% yield). From a dataset of Reaction yield outcomes from USPTO patents with 853,638 reactions. (1) The reactants are Br[C:2]1[CH:7]=[CH:6][N:5]=[C:4]2[NH:8][C:9]([C:11]([O:13][CH2:14][CH3:15])=[O:12])=[CH:10][C:3]=12.[CH3:16][C:17]1([CH3:33])[C:21]([CH3:23])([CH3:22])[O:20][B:19]([B:19]2[O:20][C:21]([CH3:23])([CH3:22])[C:17]([CH3:33])([CH3:16])[O:18]2)[O:18]1.CC([O-])=O.[K+]. The catalyst is CN(C=O)C.C1C=CC(P(C2C=CC=CC=2)[C-]2C=CC=C2)=CC=1.C1C=CC(P(C2C=CC=CC=2)[C-]2C=CC=C2)=CC=1.Cl[Pd]Cl.[Fe+2]. The product is [CH3:16][C:17]1([CH3:33])[C:21]([CH3:23])([CH3:22])[O:20][B:19]([C:2]2[CH:7]=[CH:6][N:5]=[C:4]3[NH:8][C:9]([C:11]([O:13][CH2:14][CH3:15])=[O:12])=[CH:10][C:3]=23)[O:18]1. The yield is 0.680. (2) The reactants are [N:1]1([C:7]2[CH:12]=[CH:11][C:10]([NH:13][C:14]([C:16]3[CH:25]=[C:24]([O:26]COCC[Si](C)(C)C)[C:23]4[C:18](=[C:19]([N:37]5[CH2:43][CH2:42][CH2:41][N:40]([CH3:44])[CH2:39][CH2:38]5)[CH:20]=[C:21]([O:35][CH3:36])[CH:22]=4)[N:17]=3)=[O:15])=[CH:9][CH:8]=2)[CH2:6][CH2:5][O:4][CH2:3][CH2:2]1.Cl.[OH-].[Na+]. The yield is 0.800. The catalyst is CO. The product is [N:1]1([C:7]2[CH:8]=[CH:9][C:10]([NH:13][C:14]([C:16]3[NH:17][C:18]4[C:23]([C:24](=[O:26])[CH:25]=3)=[CH:22][C:21]([O:35][CH3:36])=[CH:20][C:19]=4[N:37]3[CH2:43][CH2:42][CH2:41][N:40]([CH3:44])[CH2:39][CH2:38]3)=[O:15])=[CH:11][CH:12]=2)[CH2:6][CH2:5][O:4][CH2:3][CH2:2]1. (3) The catalyst is CS(C)=O. The product is [CH:5]1([CH2:8][O:9][C:10]2[CH:15]=[CH:14][CH:13]=[C:12]([CH2:16][CH2:17][N+:18]([O-:20])=[O:19])[CH:11]=2)[CH2:7][CH2:6]1. The reactants are C(O)(=O)C.[CH:5]1([CH2:8][O:9][C:10]2[CH:15]=[CH:14][CH:13]=[C:12](/[CH:16]=[CH:17]/[N+:18]([O-:20])=[O:19])[CH:11]=2)[CH2:7][CH2:6]1.[BH4-].[Na+]. The yield is 0.590.